From a dataset of Forward reaction prediction with 1.9M reactions from USPTO patents (1976-2016). Predict the product of the given reaction. (1) Given the reactants [NH2:1][C:2]1[CH:9]=[CH:8][C:5]([C:6]#[N:7])=[CH:4][CH:3]=1.C(N(CC)CC)C.[C:17]([O:20][CH2:21][C:22](Cl)=[O:23])(=[O:19])[CH3:18], predict the reaction product. The product is: [C:17]([O:20][CH2:21][C:22]([NH:1][C:2]1[CH:9]=[CH:8][C:5]([C:6]#[N:7])=[CH:4][CH:3]=1)=[O:23])(=[O:19])[CH3:18]. (2) The product is: [N:1]1([C:6]2[N:11]=[C:10]([NH:12][C:13]3[CH:14]=[C:15]([NH:22][C@@H:23]4[CH2:28][CH2:27][CH2:26][CH2:25][C@@H:24]4[NH2:29])[N:16]=[N:17][C:18]=3[C:19]([NH2:20])=[O:21])[CH:9]=[CH:8][CH:7]=2)[CH:5]=[CH:4][CH:3]=[N:2]1. Given the reactants [N:1]1([C:6]2[N:11]=[C:10]([NH:12][C:13]3[CH:14]=[C:15]([NH:22][C@@H:23]4[CH2:28][CH2:27][CH2:26][CH2:25][C@@H:24]4[NH:29]C(=O)OC(C)(C)C)[N:16]=[N:17][C:18]=3[C:19](=[O:21])[NH2:20])[CH:9]=[CH:8][CH:7]=2)[CH:5]=[CH:4][CH:3]=[N:2]1.FC(F)(F)C(O)=O, predict the reaction product. (3) The product is: [CH3:1][O:2][C:3](=[O:23])[NH:4][CH2:5][C@H:6]([CH2:11][C:12](=[O:22])[NH2:13])[CH2:7][CH:8]([CH3:9])[CH3:10]. Given the reactants [CH3:1][O:2][C:3](=[O:23])[NH:4][CH2:5][C@H:6]([CH2:11][C:12](=[O:22])[NH:13][C@H](C1C=CC=CC=1)C)[CH2:7][CH:8]([CH3:10])[CH3:9].O1CCCC1.N.[Na], predict the reaction product. (4) Given the reactants [C:1]1([CH3:49])[CH:6]=[CH:5][C:4]([C:7]2[N:8]=[C:9]3[C:22](C4C=CC(C)=CC=4)=[C:21]([CH2:30][CH2:31][CH2:32][CH2:33][C:34]([NH:36][CH2:37][C:38]([O:40]C)=[O:39])=[O:35])[N:20](C4C=CC(C)=CC=4)[C:10]3=[N:11][C:12]=2[C:13]2[CH:18]=[CH:17][C:16]([CH3:19])=[CH:15][CH:14]=2)=[CH:3][CH:2]=1.[Li+].[OH-].Cl, predict the reaction product. The product is: [C:1]1([CH3:49])[CH:6]=[CH:5][C:4]([C:7]2[N:8]=[C:9]3[CH:22]=[C:21]([CH2:30][CH2:31][CH2:32][CH2:33][C:34]([NH:36][CH2:37][C:38]([OH:40])=[O:39])=[O:35])[NH:20][C:10]3=[N:11][C:12]=2[C:13]2[CH:14]=[CH:15][C:16]([CH3:19])=[CH:17][CH:18]=2)=[CH:3][CH:2]=1. (5) Given the reactants [F:1][C:2]1[CH:3]=[C:4]([C:8]2[N:13]=[CH:12][C:11]([C:14]([NH:16][CH:17]3[CH2:22][CH2:21][N:20]([C:23]4[CH:35]=[CH:34][C:26]([C:27]([O:29]C(C)(C)C)=[O:28])=[CH:25][N:24]=4)[CH2:19][CH2:18]3)=[O:15])=[CH:10][CH:9]=2)[CH:5]=[CH:6][CH:7]=1.C(Cl)Cl.C(O)(C(F)(F)F)=O, predict the reaction product. The product is: [F:1][C:2]1[CH:3]=[C:4]([C:8]2[N:13]=[CH:12][C:11]([C:14]([NH:16][CH:17]3[CH2:22][CH2:21][N:20]([C:23]4[CH:35]=[CH:34][C:26]([C:27]([OH:29])=[O:28])=[CH:25][N:24]=4)[CH2:19][CH2:18]3)=[O:15])=[CH:10][CH:9]=2)[CH:5]=[CH:6][CH:7]=1. (6) Given the reactants [CH:1]([C:5]([CH3:11])=[C:6]1[CH:10]=[CH:9][CH:8]=[CH:7]1)=[CH:2][CH2:3][CH3:4].CCOCC.[C:17]([C:21]1[CH:33]=[CH:32][C:31]2[C:30]3[C:25](=[CH:26][C:27]([C:34]([CH3:37])([CH3:36])[CH3:35])=[CH:28][CH:29]=3)[CH2:24][C:23]=2[C:22]=1[Li])([CH3:20])([CH3:19])[CH3:18].C1C(=C)C=CC=1, predict the reaction product. The product is: [CH3:11][C:5]([CH2:1][CH2:2][CH:3]=[CH2:4])([CH:6]1[CH:7]=[CH:8][CH:9]=[CH:10]1)[C:33]1[C:32]2[CH2:24][C:25]3[C:30](=[CH:29][CH:28]=[C:27]([C:34]([CH3:35])([CH3:36])[CH3:37])[CH:26]=3)[C:31]=2[CH:23]=[CH:22][C:21]=1[C:17]([CH3:19])([CH3:18])[CH3:20].